This data is from Catalyst prediction with 721,799 reactions and 888 catalyst types from USPTO. The task is: Predict which catalyst facilitates the given reaction. (1) Reactant: [C:1]1([CH2:11][CH2:12][NH2:13])[C:10]2[C:5](=[CH:6][CH:7]=[CH:8][CH:9]=2)[CH:4]=[CH:3][CH:2]=1.[CH:14](=O)[C:15]1[CH:20]=[CH:19][CH:18]=[CH:17][CH:16]=1.[H][H]. Product: [CH2:14]([NH:13][CH2:12][CH2:11][C:1]1[C:10]2[C:5](=[CH:6][CH:7]=[CH:8][CH:9]=2)[CH:4]=[CH:3][CH:2]=1)[C:15]1[CH:20]=[CH:19][CH:18]=[CH:17][CH:16]=1. The catalyst class is: 43. (2) Reactant: [Cl:1][C:2]1[C:3]([CH2:12][O:13][C:14]2[CH:15]=[N:16][C:17]([CH:21]3[CH2:23][CH2:22]3)=[C:18]([Cl:20])[CH:19]=2)=[CH:4][C:5]([F:11])=[C:6]([CH:10]=1)[C:7]([OH:9])=O.[F:24][C:25]1([F:33])[CH2:28][N:27]([S:29]([NH2:32])(=[O:31])=[O:30])[CH2:26]1.C(N(C(C)C)CC)(C)C.F[P-](F)(F)(F)(F)F.CN(C(N(C)C)=[N+]1C2C(=NC=CC=2)[N+]([O-])=N1)C. Product: [Cl:1][C:2]1[C:3]([CH2:12][O:13][C:14]2[CH:15]=[N:16][C:17]([CH:21]3[CH2:23][CH2:22]3)=[C:18]([Cl:20])[CH:19]=2)=[CH:4][C:5]([F:11])=[C:6]([CH:10]=1)[C:7]([NH:32][S:29]([N:27]1[CH2:28][C:25]([F:33])([F:24])[CH2:26]1)(=[O:31])=[O:30])=[O:9]. The catalyst class is: 2. (3) Reactant: C(OC(=O)[NH:7][C:8]1[C:9]2[N:10]([N:16]=[CH:17][CH:18]=2)[C:11]([C:14]#[N:15])=[CH:12][CH:13]=1)(C)(C)C.C(O)(C(F)(F)F)=O. Product: [NH2:7][C:8]1[C:9]2[N:10]([N:16]=[CH:17][CH:18]=2)[C:11]([C:14]#[N:15])=[CH:12][CH:13]=1. The catalyst class is: 2. (4) Reactant: [CH3:1][N:2]1[CH:6]=[C:5]([N:7]2[CH:12]=[CH:11][C:10](=[O:13])[C:9]([CH2:14][C:15]3[CH:16]=[C:17]([C:21]4[N:26]=[CH:25][C:24]([NH:27]C(=O)OC(C)(C)C)=[CH:23][N:22]=4)[CH:18]=[CH:19][CH:20]=3)=[N:8]2)[CH:4]=[N:3]1.C(O)(C(F)(F)F)=O. Product: [NH2:27][C:24]1[CH:23]=[N:22][C:21]([C:17]2[CH:16]=[C:15]([CH:20]=[CH:19][CH:18]=2)[CH2:14][C:9]2[C:10](=[O:13])[CH:11]=[CH:12][N:7]([C:5]3[CH:4]=[N:3][N:2]([CH3:1])[CH:6]=3)[N:8]=2)=[N:26][CH:25]=1. The catalyst class is: 2. (5) Reactant: [N+:1]([C:4]1[CH:9]=[CH:8][C:7]([OH:10])=[CH:6][C:5]=1[O:11][CH:12]1[CH2:17][CH2:16][O:15][CH2:14][CH2:13]1)([O-:3])=[O:2].Br[C:19]1[CH:24]=[CH:23][C:22]([S:25]([CH3:28])(=[O:27])=[O:26])=[CH:21][N:20]=1.C(=O)([O-])[O-].[Cs+].[Cs+]. Product: [CH3:28][S:25]([C:22]1[CH:23]=[CH:24][C:19]([O:10][C:7]2[CH:8]=[CH:9][C:4]([N+:1]([O-:3])=[O:2])=[C:5]([O:11][CH:12]3[CH2:17][CH2:16][O:15][CH2:14][CH2:13]3)[CH:6]=2)=[N:20][CH:21]=1)(=[O:27])=[O:26]. The catalyst class is: 9.